Regression. Given two drug SMILES strings and cell line genomic features, predict the synergy score measuring deviation from expected non-interaction effect. From a dataset of NCI-60 drug combinations with 297,098 pairs across 59 cell lines. (1) Drug 1: CN(CC1=CN=C2C(=N1)C(=NC(=N2)N)N)C3=CC=C(C=C3)C(=O)NC(CCC(=O)O)C(=O)O. Drug 2: CCN(CC)CCCC(C)NC1=C2C=C(C=CC2=NC3=C1C=CC(=C3)Cl)OC. Cell line: NCI-H226. Synergy scores: CSS=38.9, Synergy_ZIP=0.175, Synergy_Bliss=-3.54, Synergy_Loewe=-11.4, Synergy_HSA=-3.02. (2) Synergy scores: CSS=5.34, Synergy_ZIP=-1.52, Synergy_Bliss=1.48, Synergy_Loewe=-9.13, Synergy_HSA=-1.34. Drug 1: CC1=C(C=C(C=C1)C(=O)NC2=CC(=CC(=C2)C(F)(F)F)N3C=C(N=C3)C)NC4=NC=CC(=N4)C5=CN=CC=C5. Cell line: HCT-15. Drug 2: C1=CC=C(C(=C1)C(C2=CC=C(C=C2)Cl)C(Cl)Cl)Cl. (3) Synergy scores: CSS=-2.01, Synergy_ZIP=3.86, Synergy_Bliss=6.45, Synergy_Loewe=-17.2, Synergy_HSA=-3.68. Drug 1: CC1=CC2C(CCC3(C2CCC3(C(=O)C)OC(=O)C)C)C4(C1=CC(=O)CC4)C. Cell line: SK-MEL-5. Drug 2: C1C(C(OC1N2C=NC(=NC2=O)N)CO)O. (4) Drug 1: C1=NC2=C(N=C(N=C2N1C3C(C(C(O3)CO)O)O)F)N. Drug 2: B(C(CC(C)C)NC(=O)C(CC1=CC=CC=C1)NC(=O)C2=NC=CN=C2)(O)O. Cell line: RXF 393. Synergy scores: CSS=65.1, Synergy_ZIP=1.14, Synergy_Bliss=0.651, Synergy_Loewe=-12.1, Synergy_HSA=0.239. (5) Drug 2: C1CC(=O)NC(=O)C1N2CC3=C(C2=O)C=CC=C3N. Cell line: MALME-3M. Synergy scores: CSS=3.16, Synergy_ZIP=0.375, Synergy_Bliss=2.86, Synergy_Loewe=0.559, Synergy_HSA=1.59. Drug 1: CNC(=O)C1=CC=CC=C1SC2=CC3=C(C=C2)C(=NN3)C=CC4=CC=CC=N4.